Task: Predict the product of the given reaction.. Dataset: Forward reaction prediction with 1.9M reactions from USPTO patents (1976-2016) Given the reactants [Cl:1][C:2]1[CH:17]=[CH:16][C:15]([Cl:18])=[CH:14][C:3]=1[O:4][C:5]1[N:13]=[CH:12][CH:11]=[CH:10][C:6]=1[C:7]([OH:9])=O.S(Cl)(Cl)=O.C(N(C(C)C)C(C)C)C.[CH3:32][CH:33]1[CH2:42][CH2:41][C:40]2[C:35](=[CH:36][CH:37]=[CH:38][CH:39]=2)[NH:34]1, predict the reaction product. The product is: [Cl:1][C:2]1[CH:17]=[CH:16][C:15]([Cl:18])=[CH:14][C:3]=1[O:4][C:5]1[C:6]([C:7]([N:34]2[C:35]3[C:40](=[CH:39][CH:38]=[CH:37][CH:36]=3)[CH2:41][CH2:42][CH:33]2[CH3:32])=[O:9])=[CH:10][CH:11]=[CH:12][N:13]=1.